From a dataset of Reaction yield outcomes from USPTO patents with 853,638 reactions. Predict the reaction yield, written as a fraction of the theoretical maximum amount of product (1.0 means a 100% yield; for example, 0.34 means a 34% yield). (1) The reactants are [Cl:1][C:2]1[CH:7]=[CH:6][C:5]([C:8]2[CH:13]=[C:12]([CH3:14])[N:11]=[C:10]([N:15]3[CH:19]=[C:18]([Sn](CCCC)(CCCC)CCCC)[N:17]=[CH:16]3)[N:9]=2)=[CH:4][CH:3]=1.BrC1C=C([CH2:40][S:41](CC2C=CC=C(Br)C=2)(=[O:43])=[O:42])C=CC=1.[CH3:52][CH2:53][CH2:54][CH2:55][CH2:56][CH3:57]. The catalyst is C1(C)C=CC=CC=1. The product is [Cl:1][C:2]1[CH:3]=[CH:4][C:5]([C:8]2[CH:13]=[C:12]([CH3:14])[N:11]=[C:10]([N:15]3[CH:19]=[C:18]([C:54]4[CH:53]=[CH:52][CH:57]=[C:56]([S:41]([CH3:40])(=[O:43])=[O:42])[CH:55]=4)[N:17]=[CH:16]3)[N:9]=2)=[CH:6][CH:7]=1. The yield is 0.920. (2) The reactants are [C:1]([C:5]1[CH:9]=[C:8]([NH:10][C:11]([NH:13][C@@H:14]2[C:23]3[C:18](=[CH:19][CH:20]=[CH:21][CH:22]=3)[C@H:17]([O:24][C:25]3[CH:26]=[CH:27][C:28]4[N:29]([C:31]([N:34]5[CH2:39][CH2:38][CH2:37][CH2:36][C@@H:35]5[CH3:40])=[N:32][N:33]=4)[CH:30]=3)[CH2:16][CH2:15]2)=[O:12])[N:7]([C:41]2[C:42]([CH2:49][O:50][Si:51]([CH:58]([CH3:60])[CH3:59])([CH:55]([CH3:57])[CH3:56])[CH:52]([CH3:54])[CH3:53])=[N:43][N:44]([CH2:46][CH2:47][OH:48])[CH:45]=2)[N:6]=1)([CH3:4])([CH3:3])[CH3:2].CCN(C(C)C)C(C)C.[CH3:70][S:71](Cl)(=[O:73])=[O:72]. The catalyst is C(Cl)Cl. The product is [C:1]([C:5]1[CH:9]=[C:8]([NH:10][C:11]([NH:13][C@@H:14]2[C:23]3[C:18](=[CH:19][CH:20]=[CH:21][CH:22]=3)[C@H:17]([O:24][C:25]3[CH:26]=[CH:27][C:28]4[N:29]([C:31]([N:34]5[CH2:39][CH2:38][CH2:37][CH2:36][C@@H:35]5[CH3:40])=[N:32][N:33]=4)[CH:30]=3)[CH2:16][CH2:15]2)=[O:12])[N:7]([C:41]2[C:42]([CH2:49][O:50][Si:51]([CH:55]([CH3:57])[CH3:56])([CH:58]([CH3:60])[CH3:59])[CH:52]([CH3:53])[CH3:54])=[N:43][N:44]([CH2:46][CH2:47][O:48][S:71]([CH3:70])(=[O:73])=[O:72])[CH:45]=2)[N:6]=1)([CH3:2])([CH3:3])[CH3:4]. The yield is 0.730. (3) The catalyst is C1COCC1. The reactants are [Cl:1][C:2]1[CH:3]=[C:4](/[CH:9]=[CH:10]/[C:11]([N:13]2[CH2:19][CH2:18][C:17](=[O:20])[NH:16][CH2:15][CH2:14]2)=[O:12])[CH:5]=[CH:6][C:7]=1[Cl:8].Br[CH2:22][C:23]([N:25]([O:27][CH3:28])[CH3:26])=[O:24].[H-].[Na+].OS([O-])(=O)=O.[K+]. The yield is 0.530. The product is [Cl:1][C:2]1[CH:3]=[C:4](/[CH:9]=[CH:10]/[C:11]([N:13]2[CH2:19][CH2:18][C:17](=[O:20])[N:16]([CH2:22][C:23]([N:25]([O:27][CH3:28])[CH3:26])=[O:24])[CH2:15][CH2:14]2)=[O:12])[CH:5]=[CH:6][C:7]=1[Cl:8]. (4) The reactants are [NH2:1][CH:2]1[CH2:7][CH2:6][N:5]([C:8]2[CH:18]=[CH:17][C:11]([C:12]([O:14][CH2:15][CH3:16])=[O:13])=[CH:10][CH:9]=2)[CH2:4][CH2:3]1.CCN(CC)CC.[C:26](Cl)(=[O:33])[C:27]1[CH:32]=[CH:31][CH:30]=[CH:29][CH:28]=1. The catalyst is C(Cl)Cl. The product is [C:26]([NH:1][CH:2]1[CH2:7][CH2:6][N:5]([C:8]2[CH:18]=[CH:17][C:11]([C:12]([O:14][CH2:15][CH3:16])=[O:13])=[CH:10][CH:9]=2)[CH2:4][CH2:3]1)(=[O:33])[C:27]1[CH:32]=[CH:31][CH:30]=[CH:29][CH:28]=1. The yield is 1.00. (5) The reactants are [Br:1][C:2]1[CH:3]=[N:4][CH:5]=[C:6]([CH:10]=1)[C:7]([OH:9])=O.C(Cl)(=O)C(Cl)=O.[CH:17]1([CH2:20][NH2:21])[CH2:19][CH2:18]1.C([O-])(O)=O.[Na+]. The catalyst is C(Cl)Cl.CN(C=O)C. The product is [Br:1][C:2]1[CH:3]=[N:4][CH:5]=[C:6]([CH:10]=1)[C:7]([NH:21][CH2:20][CH:17]1[CH2:19][CH2:18]1)=[O:9]. The yield is 0.710. (6) The reactants are [CH:1]([N:4]1[C:8]([C:9]2[N:18]=[C:17]3[N:11]([CH2:12][CH2:13][O:14][C:15]4[CH:22]=[C:21](O)[N:20]=[CH:19][C:16]=43)[CH:10]=2)=[N:7][CH:6]=[N:5]1)([CH3:3])[CH3:2].Cl.[OH:25][CH:26]1[CH2:29][NH:28][CH2:27]1.CCN(C(C)C)C(C)C.CO. The catalyst is C(Cl)Cl. The product is [CH:1]([N:4]1[C:8]([C:9]2[N:18]=[C:17]3[C:16]4[CH:19]=[N:20][C:21]([N:28]5[CH2:29][CH:26]([OH:25])[CH2:27]5)=[CH:22][C:15]=4[O:14][CH2:13][CH2:12][N:11]3[CH:10]=2)=[N:7][CH:6]=[N:5]1)([CH3:2])[CH3:3]. The yield is 0.140. (7) The reactants are [CH3:1][O:2][C:3]([C:5]1[N:6]=[C:7]2[C:12]([NH:13][C:14](=[O:16])[CH3:15])=[CH:11][C:10](Br)=[CH:9][N:8]2[C:18]=1[Cl:19])=[O:4].[O:20]1[CH:24]=[CH:23][C:22](B(O)O)=[CH:21]1. No catalyst specified. The product is [CH3:1][O:2][C:3]([C:5]1[N:6]=[C:7]2[C:12]([NH:13][C:14](=[O:16])[CH3:15])=[CH:11][C:10]([C:22]3[CH:23]=[CH:24][O:20][CH:21]=3)=[CH:9][N:8]2[C:18]=1[Cl:19])=[O:4]. The yield is 0.640. (8) The yield is 0.400. The catalyst is CN(C=O)C. The product is [OH:1][CH:2]([C:6]1[CH:7]=[CH:8][C:9]([C:12]2[N:16]=[C:15]([C:17]3[O:21][N:20]=[C:19]([C:22]4[CH:27]=[CH:26][CH:25]=[CH:24][CH:23]=4)[C:18]=3[C:28]([F:31])([F:30])[F:29])[O:14][N:13]=2)=[CH:10][CH:11]=1)[C:3]([NH:45][CH:42]1[CH2:43][CH2:44][O:39][CH2:40][CH2:41]1)=[O:4]. The reactants are [OH:1][CH:2]([C:6]1[CH:11]=[CH:10][C:9]([C:12]2[N:16]=[C:15]([C:17]3[O:21][N:20]=[C:19]([C:22]4[CH:27]=[CH:26][CH:25]=[CH:24][CH:23]=4)[C:18]=3[C:28]([F:31])([F:30])[F:29])[O:14][N:13]=2)=[CH:8][CH:7]=1)[C:3](O)=[O:4].CN1CCOCC1.[O:39]1[CH2:44][CH2:43][CH:42]([NH2:45])[CH2:41][CH2:40]1.F[P-](F)(F)(F)(F)F.N1(O[P+](N(C)C)(N(C)C)N(C)C)C2C=CC=CC=2N=N1. (9) The reactants are [NH2:1][C:2]1[CH:7]=[CH:6][CH:5]=[CH:4][CH:3]=1.[N+](=[CH:10][C:11]([O:13][CH2:14][CH3:15])=[O:12])=[N-]. The catalyst is C1(C)C=CC=CC=1. The product is [CH2:14]([O:13][C:11](=[O:12])[CH2:10][NH:1][C:2]1[CH:7]=[CH:6][CH:5]=[CH:4][CH:3]=1)[CH3:15]. The yield is 0.970.